This data is from Forward reaction prediction with 1.9M reactions from USPTO patents (1976-2016). The task is: Predict the product of the given reaction. Given the reactants [H-].[Na+].[F:3][C:4]1[CH:9]=[C:8]([C:10]2[N:15]=[C:14]3[N:16]([CH2:19][C:20]4[CH:21]=[C:22]5[C:27](=[CH:28][CH:29]=4)[N:26]=[CH:25][CH:24]=[CH:23]5)[N:17]=[N:18][C:13]3=[CH:12][CH:11]=2)[CH:7]=[CH:6][C:5]=1[CH2:30][OH:31].[CH3:32]I, predict the reaction product. The product is: [F:3][C:4]1[CH:9]=[C:8]([C:10]2[N:15]=[C:14]3[N:16]([CH2:19][C:20]4[CH:21]=[C:22]5[C:27](=[CH:28][CH:29]=4)[N:26]=[CH:25][CH:24]=[CH:23]5)[N:17]=[N:18][C:13]3=[CH:12][CH:11]=2)[CH:7]=[CH:6][C:5]=1[CH2:30][O:31][CH3:32].